From a dataset of Catalyst prediction with 721,799 reactions and 888 catalyst types from USPTO. Predict which catalyst facilitates the given reaction. (1) Reactant: [NH2:1][C@H:2]([C:10]([OH:12])=[O:11])[CH2:3][C:4]1[CH:9]=[CH:8][CH:7]=[CH:6][CH:5]=1.C(=O)([O-])[O-].[K+].[K+].O.[CH2:20](Cl)[C:21]1[CH:26]=[CH:25][CH:24]=[CH:23][CH:22]=1. Product: [CH2:20]([O:11][C:10](=[O:12])[C@H:2]([CH2:3][C:4]1[CH:9]=[CH:8][CH:7]=[CH:6][CH:5]=1)[N:1]([CH2:3][C:4]1[CH:9]=[CH:8][CH:7]=[CH:6][CH:5]=1)[CH2:20][C:21]1[CH:26]=[CH:25][CH:24]=[CH:23][CH:22]=1)[C:21]1[CH:26]=[CH:25][CH:24]=[CH:23][CH:22]=1. The catalyst class is: 8. (2) Reactant: [CH2:1]([C:3]1[N:4]=[C:5]([N:18]2[CH2:23][CH2:22][CH2:21][CH2:20][CH2:19]2)[NH:6][C:7](=O)[C:8]=1[CH:9]([CH2:14][CH2:15][CH3:16])[C:10]([O:12][CH3:13])=[O:11])[CH3:2].P(Cl)(Cl)([Cl:26])=O.CN(C)C1C=CC=CC=1. Product: [Cl:26][C:7]1[C:8]([CH:9]([CH2:14][CH2:15][CH3:16])[C:10]([O:12][CH3:13])=[O:11])=[C:3]([CH2:1][CH3:2])[N:4]=[C:5]([N:18]2[CH2:23][CH2:22][CH2:21][CH2:20][CH2:19]2)[N:6]=1. The catalyst class is: 11. (3) Reactant: [CH3:1][C:2]([N:9]1[CH2:13][CH2:12][CH2:11][CH2:10]1)([CH3:8])[C:3](OCC)=[O:4].[H-].[H-].[H-].[H-].[Li+].[Al+3].CO. Product: [CH3:1][C:2]([N:9]1[CH2:13][CH2:12][CH2:11][CH2:10]1)([CH3:8])[CH2:3][OH:4]. The catalyst class is: 20. (4) Reactant: FC(F)(F)S(O[C:7]1[C:8]([S:26]([CH3:29])(=[O:28])=[O:27])=[C:9]([C:18]2[CH:23]=[CH:22][CH:21]=[C:20]([C:24]#[N:25])[CH:19]=2)[C:10]2[N:11]([C:13]([CH2:16][CH3:17])=[CH:14][CH:15]=2)[N:12]=1)(=O)=O.[O:32]1[CH:36]=[CH:35][C:34](B(O)O)=[CH:33]1.C(=O)([O-])[O-].[Na+].[Na+]. Product: [CH2:16]([C:13]1[N:11]2[N:12]=[C:7]([C:33]3[O:32][CH:36]=[CH:35][CH:34]=3)[C:8]([S:26]([CH3:29])(=[O:27])=[O:28])=[C:9]([C:18]3[CH:19]=[C:20]([CH:21]=[CH:22][CH:23]=3)[C:24]#[N:25])[C:10]2=[CH:15][CH:14]=1)[CH3:17]. The catalyst class is: 184. (5) Reactant: [CH:1]([O:4][CH2:5][CH2:6][OH:7])([CH3:3])[CH3:2].C(N(CC)C(C)C)(C)C.[CH3:17][S:18](Cl)(=[O:20])=[O:19]. Product: [S:18]([O:7][CH2:6][CH2:5][O:4][CH:1]([CH3:3])[CH3:2])(=[O:20])(=[O:19])[CH3:17]. The catalyst class is: 4. (6) Reactant: C(OC(=O)[NH:7][C:8]1[O:9][CH2:10][C:11]([F:33])([F:32])[C@:12]([C@H:15]2[CH2:17][C@@H:16]2[C:18](=[O:31])[NH:19][C:20]2[CH:21]=[CH:22][CH:23]=[C:24]3[C:29]=2[N:28]=[CH:27][C:26]([Cl:30])=[CH:25]3)([CH3:14])[N:13]=1)(C)(C)C.FC(F)(F)C(O)=O. Product: [Cl:30][C:26]1[CH:27]=[N:28][C:29]2[C:24]([CH:25]=1)=[CH:23][CH:22]=[CH:21][C:20]=2[NH:19][C:18]([C@H:16]1[CH2:17][C@@H:15]1[C@:12]1([CH3:14])[C:11]([F:32])([F:33])[CH2:10][O:9][C:8]([NH2:7])=[N:13]1)=[O:31]. The catalyst class is: 4. (7) Reactant: [CH3:1][O:2][C:3](=[O:27])/[C:4](/[NH:18][C:19](=[O:26])[C:20]1[CH:25]=[CH:24][CH:23]=[CH:22][CH:21]=1)=[CH:5]/[C:6]1[CH2:10][CH2:9][CH2:8][C:7]=1[O:11][C:12]1[CH:17]=[CH:16][CH:15]=[CH:14][CH:13]=1.[H][H]. Product: [CH3:1][O:2][C:3](=[O:27])[C@@H:4]([NH:18][C:19](=[O:26])[C:20]1[CH:25]=[CH:24][CH:23]=[CH:22][CH:21]=1)[CH2:5][C:6]1[CH2:10][CH2:9][CH2:8][C:7]=1[O:11][C:12]1[CH:13]=[CH:14][CH:15]=[CH:16][CH:17]=1. The catalyst class is: 5.